The task is: Predict the product of the given reaction.. This data is from Forward reaction prediction with 1.9M reactions from USPTO patents (1976-2016). (1) Given the reactants [OH:1][C:2]1[CH:7]=[CH:6][C:5]([CH:8]2[CH2:13][CH2:12][C:11](=[O:14])[CH2:10][CH2:9]2)=[CH:4][CH:3]=1.[CH3:15][N:16]([CH3:20])[CH2:17][CH2:18]O.C1(P(C2C=CC=CC=2)C2C=CC=CC=2)C=CC=CC=1.N(C(OC(C)C)=O)=NC(OC(C)C)=O, predict the reaction product. The product is: [CH3:15][N:16]([CH3:20])[CH2:17][CH2:18][O:1][C:2]1[CH:3]=[CH:4][C:5]([CH:8]2[CH2:9][CH2:10][C:11](=[O:14])[CH2:12][CH2:13]2)=[CH:6][CH:7]=1. (2) Given the reactants [Cl:1][C:2]1[CH:3]=[CH:4][C:5]([S:11][C:12]2[CH:17]=[CH:16][C:15]([C:18]([O:20]CC)=[O:19])=[CH:14][C:13]=2[N+:23]([O-:25])=[O:24])=[C:6]([CH:10]=1)[C:7]([OH:9])=[O:8].CO, predict the reaction product. The product is: [C:18]([C:15]1[CH:16]=[CH:17][C:12]([S:11][C:5]2[CH:4]=[CH:3][C:2]([Cl:1])=[CH:10][C:6]=2[C:7]([OH:9])=[O:8])=[C:13]([N+:23]([O-:25])=[O:24])[CH:14]=1)([OH:20])=[O:19]. (3) Given the reactants [F:1][C:2]1[CH:3]=[CH:4][C:5]([C:8]2[C:12](/[CH:13]=[CH:14]/[C:15]3[S:16][C:17]([C:20]([OH:22])=O)=[CH:18][N:19]=3)=[C:11]([CH3:23])[O:10][N:9]=2)=[N:6][CH:7]=1.[NH:24]1[CH2:29][CH2:28][O:27][CH2:26][CH2:25]1, predict the reaction product. The product is: [F:1][C:2]1[CH:3]=[CH:4][C:5]([C:8]2[C:12](/[CH:13]=[CH:14]/[C:15]3[S:16][C:17]([C:20]([N:24]4[CH2:29][CH2:28][O:27][CH2:26][CH2:25]4)=[O:22])=[CH:18][N:19]=3)=[C:11]([CH3:23])[O:10][N:9]=2)=[N:6][CH:7]=1. (4) Given the reactants B(F)(F)F.CCOCC.[CH3:10][O:11]/[CH:12]=[CH:13]/[C:14]([O:16][Si](C)(C)C)=[CH2:15].[C:21]1([CH:27]([C:30]2[CH:35]=[CH:34][CH:33]=[CH:32][CH:31]=2)C=O)[CH:26]=[CH:25][CH:24]=[CH:23][CH:22]=1, predict the reaction product. The product is: [CH:27]([CH:10]1[CH2:15][C:14](=[O:16])[CH:13]=[CH:12][O:11]1)([C:21]1[CH:26]=[CH:25][CH:24]=[CH:23][CH:22]=1)[C:30]1[CH:35]=[CH:34][CH:33]=[CH:32][CH:31]=1. (5) Given the reactants Cl[C:2]1[CH:3]=[CH:4][C:5]2[N:6]([C:8]([C:11]([C:13]3[CH:14]=[C:15]4[C:20](=[CH:21][CH:22]=3)[N:19]=[CH:18][CH:17]=[CH:16]4)=[CH2:12])=[CH:9][N:10]=2)[N:7]=1.[CH3:23][N:24]1[CH:28]=[C:27](B2OC(C)(C)C(C)(C)O2)[CH:26]=[N:25]1.C([O-])([O-])=O.[K+].[K+].CCOC(C)=O, predict the reaction product. The product is: [CH3:23][N:24]1[CH:28]=[C:27]([C:2]2[CH:3]=[CH:4][C:5]3[N:6]([C:8]([C:11]([C:13]4[CH:14]=[C:15]5[C:20](=[CH:21][CH:22]=4)[N:19]=[CH:18][CH:17]=[CH:16]5)=[CH2:12])=[CH:9][N:10]=3)[N:7]=2)[CH:26]=[N:25]1. (6) Given the reactants [CH:1]1([N:7]2[CH2:11][CH2:10][CH:9]([CH2:12][C:13]3[CH:22]=[C:21]4[C:16]([CH:17]=[CH:18][C:19]([C:23]5[CH:32]=[CH:31][C:26]([C:27]([O:29]C)=[O:28])=[CH:25][CH:24]=5)=[CH:20]4)=[CH:15][CH:14]=3)[C:8]2=[O:33])[CH2:6][CH2:5][CH2:4][CH2:3][CH2:2]1.O[Li].O.O1CCOCC1.Cl, predict the reaction product. The product is: [CH:1]1([N:7]2[CH2:11][CH2:10][CH:9]([CH2:12][C:13]3[CH:22]=[C:21]4[C:16]([CH:17]=[CH:18][C:19]([C:23]5[CH:24]=[CH:25][C:26]([C:27]([OH:29])=[O:28])=[CH:31][CH:32]=5)=[CH:20]4)=[CH:15][CH:14]=3)[C:8]2=[O:33])[CH2:2][CH2:3][CH2:4][CH2:5][CH2:6]1. (7) Given the reactants [H-].[Na+].[C:3]([Si:7]([CH3:24])([CH3:23])[O:8][CH:9]1[C:17]2[C:12](=[C:13]([CH:18]([OH:22])[CH:19]([F:21])[F:20])[CH:14]=[CH:15][CH:16]=2)[CH2:11][CH2:10]1)([CH3:6])([CH3:5])[CH3:4].[CH3:25]I.O, predict the reaction product. The product is: [C:3]([Si:7]([O:8][CH:9]1[C:17]2[C:12](=[C:13]([CH:18]([O:22][CH3:25])[CH:19]([F:20])[F:21])[CH:14]=[CH:15][CH:16]=2)[CH2:11][CH2:10]1)([CH3:24])[CH3:23])([CH3:6])([CH3:5])[CH3:4].